From a dataset of Reaction yield outcomes from USPTO patents with 853,638 reactions. Predict the reaction yield, written as a fraction of the theoretical maximum amount of product (1.0 means a 100% yield; for example, 0.34 means a 34% yield). (1) The reactants are [N:1]([C@@H:4]1[C:10](=[O:11])[NH:9][C:8]2[CH:12]=[CH:13][CH:14]=[CH:15][C:7]=2[O:6][C@@H:5]1[C:16]1[CH:21]=[CH:20][CH:19]=[CH:18][CH:17]=1)=[N+]=[N-].Cl. The catalyst is C(O)C.[Pd]. The product is [NH2:1][C@@H:4]1[C:10](=[O:11])[NH:9][C:8]2[CH:12]=[CH:13][CH:14]=[CH:15][C:7]=2[O:6][C@@H:5]1[C:16]1[CH:17]=[CH:18][CH:19]=[CH:20][CH:21]=1. The yield is 0.950. (2) The reactants are [Br:1][C:2](=[CH2:8])[CH2:3][Si](C)(C)C.[F:9][C:10]([F:19])([F:18])[C:11](=[O:17])[C:12]([O:14][CH2:15][CH3:16])=[O:13]. The catalyst is ClCCl.[Ti](Cl)(Cl)(Cl)Cl. The product is [CH2:15]([O:14][C:12](=[O:13])[C:11]([OH:17])([C:10]([F:9])([F:18])[F:19])[CH2:3][C:2]([Br:1])=[CH2:8])[CH3:16]. The yield is 0.760. (3) The reactants are C[O:2][C:3]1[N:8]=[C:7]([CH2:9][CH2:10][NH2:11])[CH:6]=[CH:5][CH:4]=1.[ClH:12].COC1CCCC1.[C:20]([O:24][CH2:25][CH3:26])(=[O:23])[CH:21]=O.C1(C)C=CC=CC=1. The yield is 0.820. The catalyst is CCO. The product is [ClH:12].[OH:2][C:3]1[CH:4]=[CH:5][C:6]2[CH:21]([C:20]([O:24][CH2:25][CH3:26])=[O:23])[NH:11][CH2:10][CH2:9][C:7]=2[N:8]=1. (4) The reactants are C([N:3]([CH2:15][CH3:16])[C:4](=[O:14])[C:5]1[CH:10]=[CH:9][C:8]([O:11][CH3:12])=[CH:7][C:6]=1[CH3:13])C.[Li]CCCC.[CH:22]([O:25][C:26]1[CH:33]=[CH:32]C(C#N)=[CH:28][CH:27]=1)([CH3:24])[CH3:23]. The catalyst is C1COCC1. The product is [CH:22]([O:25][C:26]1[CH:33]=[CH:32][C:16]([C:15]2[NH:3][C:4](=[O:14])[C:5]3[C:6]([CH:13]=2)=[CH:7][C:8]([O:11][CH3:12])=[CH:9][CH:10]=3)=[CH:28][CH:27]=1)([CH3:24])[CH3:23]. The yield is 0.715. (5) The product is [CH2:9]([NH:16][C:18]1[CH:19]=[C:20]([CH3:25])[CH:21]=[C:22]([CH3:24])[CH:23]=1)[C:10]1[CH:15]=[CH:14][CH:13]=[CH:12][CH:11]=1. The catalyst is [Cu]I.CCCCCC.C(OCC)(=O)C.CC(O)C. The yield is 0.840. The reactants are [O-]P([O-])([O-])=O.[K+].[K+].[K+].[CH2:9]([NH2:16])[C:10]1[CH:15]=[CH:14][CH:13]=[CH:12][CH:11]=1.I[C:18]1[CH:19]=[C:20]([CH3:25])[CH:21]=[C:22]([CH3:24])[CH:23]=1.C(O)CO. (6) The reactants are [NH2:1][C:2]1[N:7]=[CH:6][N:5]=[C:4]2[N:8]([CH:12]3[CH2:17][CH2:16][N:15]([C:18]([O:20][C:21]([CH3:24])([CH3:23])[CH3:22])=[O:19])[CH2:14][CH2:13]3)[N:9]=[C:10](I)[C:3]=12.[CH3:25][O:26][C:27]1[CH:33]=[C:32](B2OC(C)(C)C(C)(C)O2)[CH:31]=[CH:30][C:28]=1[NH2:29].C(=O)([O-])[O-].[Na+].[Na+]. The catalyst is COCCOC.O.C1C=CC([P]([Pd]([P](C2C=CC=CC=2)(C2C=CC=CC=2)C2C=CC=CC=2)([P](C2C=CC=CC=2)(C2C=CC=CC=2)C2C=CC=CC=2)[P](C2C=CC=CC=2)(C2C=CC=CC=2)C2C=CC=CC=2)(C2C=CC=CC=2)C2C=CC=CC=2)=CC=1. The product is [NH2:1][C:2]1[N:7]=[CH:6][N:5]=[C:4]2[N:8]([CH:12]3[CH2:17][CH2:16][N:15]([C:18]([O:20][C:21]([CH3:24])([CH3:23])[CH3:22])=[O:19])[CH2:14][CH2:13]3)[N:9]=[C:10]([C:32]3[CH:31]=[CH:30][C:28]([NH2:29])=[C:27]([O:26][CH3:25])[CH:33]=3)[C:3]=12. The yield is 0.910. (7) The reactants are [CH2:1]([C:4]1[CH:9]=[C:8]([F:10])[CH:7]=[C:6]([Br:11])[C:5]=1[OH:12])[CH:2]=[CH2:3]. The catalyst is ClCCl.CC#N.CC#N.Cl[Pd]Cl. The product is [Br:11][C:6]1[CH:7]=[C:8]([F:10])[CH:9]=[C:4](/[CH:1]=[CH:2]/[CH3:3])[C:5]=1[OH:12]. The yield is 0.900.